Task: Predict the reactants needed to synthesize the given product.. Dataset: Retrosynthesis with 50K atom-mapped reactions and 10 reaction types from USPTO Given the product CC(C)(C)OC(=O)N1CCC(Oc2cc(-c3ccc(Cl)cc3)ccc2C(=O)O)CC1, predict the reactants needed to synthesize it. The reactants are: COC(=O)c1ccc(-c2ccc(Cl)cc2)cc1OC1CCN(C(=O)OC(C)(C)C)CC1.